This data is from NCI-60 drug combinations with 297,098 pairs across 59 cell lines. The task is: Regression. Given two drug SMILES strings and cell line genomic features, predict the synergy score measuring deviation from expected non-interaction effect. (1) Drug 1: C1CCC(C1)C(CC#N)N2C=C(C=N2)C3=C4C=CNC4=NC=N3. Drug 2: CC1C(C(CC(O1)OC2CC(CC3=C2C(=C4C(=C3O)C(=O)C5=C(C4=O)C(=CC=C5)OC)O)(C(=O)CO)O)N)O.Cl. Cell line: UACC62. Synergy scores: CSS=49.0, Synergy_ZIP=1.54, Synergy_Bliss=2.02, Synergy_Loewe=-41.9, Synergy_HSA=-2.83. (2) Drug 1: CC1=C(N=C(N=C1N)C(CC(=O)N)NCC(C(=O)N)N)C(=O)NC(C(C2=CN=CN2)OC3C(C(C(C(O3)CO)O)O)OC4C(C(C(C(O4)CO)O)OC(=O)N)O)C(=O)NC(C)C(C(C)C(=O)NC(C(C)O)C(=O)NCCC5=NC(=CS5)C6=NC(=CS6)C(=O)NCCC[S+](C)C)O. Drug 2: C1=CC=C(C(=C1)C(C2=CC=C(C=C2)Cl)C(Cl)Cl)Cl. Cell line: OVCAR3. Synergy scores: CSS=-4.26, Synergy_ZIP=13.6, Synergy_Bliss=20.4, Synergy_Loewe=-1.23, Synergy_HSA=0.904. (3) Drug 1: CC1CCC2CC(C(=CC=CC=CC(CC(C(=O)C(C(C(=CC(C(=O)CC(OC(=O)C3CCCCN3C(=O)C(=O)C1(O2)O)C(C)CC4CCC(C(C4)OC)OCCO)C)C)O)OC)C)C)C)OC. Drug 2: C1=CC=C(C(=C1)C(C2=CC=C(C=C2)Cl)C(Cl)Cl)Cl. Cell line: SNB-75. Synergy scores: CSS=14.0, Synergy_ZIP=2.80, Synergy_Bliss=8.61, Synergy_Loewe=9.40, Synergy_HSA=9.07. (4) Drug 1: C1=CC=C(C=C1)NC(=O)CCCCCCC(=O)NO. Drug 2: CC(C)NC(=O)C1=CC=C(C=C1)CNNC.Cl. Cell line: OVCAR-4. Synergy scores: CSS=0.790, Synergy_ZIP=0.541, Synergy_Bliss=-1.83, Synergy_Loewe=-4.11, Synergy_HSA=-4.12. (5) Drug 1: CC=C1C(=O)NC(C(=O)OC2CC(=O)NC(C(=O)NC(CSSCCC=C2)C(=O)N1)C(C)C)C(C)C. Drug 2: CC(C)NC(=O)C1=CC=C(C=C1)CNNC.Cl. Cell line: NCI-H522. Synergy scores: CSS=12.5, Synergy_ZIP=-0.621, Synergy_Bliss=-1.08, Synergy_Loewe=-3.43, Synergy_HSA=-2.63. (6) Drug 1: C1CCN(CC1)CCOC2=CC=C(C=C2)C(=O)C3=C(SC4=C3C=CC(=C4)O)C5=CC=C(C=C5)O. Drug 2: CNC(=O)C1=NC=CC(=C1)OC2=CC=C(C=C2)NC(=O)NC3=CC(=C(C=C3)Cl)C(F)(F)F. Cell line: IGROV1. Synergy scores: CSS=0.0815, Synergy_ZIP=-7.68, Synergy_Bliss=-15.6, Synergy_Loewe=-16.8, Synergy_HSA=-17.0. (7) Drug 1: C1=CN(C(=O)N=C1N)C2C(C(C(O2)CO)O)(F)F. Drug 2: CS(=O)(=O)CCNCC1=CC=C(O1)C2=CC3=C(C=C2)N=CN=C3NC4=CC(=C(C=C4)OCC5=CC(=CC=C5)F)Cl. Cell line: NCI-H460. Synergy scores: CSS=71.7, Synergy_ZIP=6.72, Synergy_Bliss=3.49, Synergy_Loewe=-11.4, Synergy_HSA=6.54.